From a dataset of Peptide-MHC class I binding affinity with 185,985 pairs from IEDB/IMGT. Regression. Given a peptide amino acid sequence and an MHC pseudo amino acid sequence, predict their binding affinity value. This is MHC class I binding data. (1) The peptide sequence is VVRPPFNMLK. The MHC is HLA-A03:01 with pseudo-sequence HLA-A03:01. The binding affinity (normalized) is 0.862. (2) The peptide sequence is ANYFYANV. The MHC is H-2-Kb with pseudo-sequence H-2-Kb. The binding affinity (normalized) is 0.966. (3) The peptide sequence is FHIVNQESL. The MHC is HLA-A02:11 with pseudo-sequence HLA-A02:11. The binding affinity (normalized) is 0.0847.